From a dataset of Forward reaction prediction with 1.9M reactions from USPTO patents (1976-2016). Predict the product of the given reaction. (1) Given the reactants [OH:1][CH2:2][C:3]1([C:16]2[CH:21]=[CH:20][CH:19]=[CH:18][CH:17]=2)[CH2:8][CH2:7][N:6]([C:9]([O:11][C:12]([CH3:15])([CH3:14])[CH3:13])=[O:10])[CH2:5][CH2:4]1.Br[CH2:23][C:24]1[CH:32]=[C:31]([CH3:33])[C:30]2[C:26](=[CH:27][N:28]([CH2:34][O:35][CH2:36][CH2:37][Si:38]([CH3:41])([CH3:40])[CH3:39])[N:29]=2)[CH:25]=1.[H-].[Na+], predict the reaction product. The product is: [CH3:33][C:31]1[C:30]2[C:26](=[CH:27][N:28]([CH2:34][O:35][CH2:36][CH2:37][Si:38]([CH3:39])([CH3:41])[CH3:40])[N:29]=2)[CH:25]=[C:24]([CH2:23][O:1][CH2:2][C:3]2([C:16]3[CH:17]=[CH:18][CH:19]=[CH:20][CH:21]=3)[CH2:8][CH2:7][N:6]([C:9]([O:11][C:12]([CH3:14])([CH3:15])[CH3:13])=[O:10])[CH2:5][CH2:4]2)[CH:32]=1. (2) Given the reactants [C:1]1([N:7]2[CH2:11][CH:10]=[C:9]([NH2:12])[NH:8]2)[CH:6]=[CH:5][CH:4]=[CH:3][CH:2]=1.ClC1C(=O)C(C#N)=C(C#N)C(=O)C=1Cl, predict the reaction product. The product is: [C:1]1([N:7]2[CH:11]=[CH:10][C:9]([NH2:12])=[N:8]2)[CH:2]=[CH:3][CH:4]=[CH:5][CH:6]=1. (3) Given the reactants [Br:1][C:2]1[CH:3]=[CH:4][C:5]([S:13](Cl)(=[O:15])=[O:14])=[C:6]([CH2:8][C:9]([O:11][CH3:12])=[O:10])[CH:7]=1.[N-:17]=[N+:18]=[N-:19].[Na+], predict the reaction product. The product is: [N:17]([S:13]([C:5]1[CH:4]=[CH:3][C:2]([Br:1])=[CH:7][C:6]=1[CH2:8][C:9]([O:11][CH3:12])=[O:10])(=[O:15])=[O:14])=[N+:18]=[N-:19]. (4) Given the reactants [CH3:1][O:2][C:3]1[CH:4]=[C:5]([N:12]2[CH2:17][CH2:16][N:15]([C:18]([O:20][C:21]([CH3:24])([CH3:23])[CH3:22])=[O:19])[CH2:14][CH2:13]2)[CH:6]=[CH:7][C:8]=1[N+:9]([O-])=O, predict the reaction product. The product is: [NH2:9][C:8]1[CH:7]=[CH:6][C:5]([N:12]2[CH2:17][CH2:16][N:15]([C:18]([O:20][C:21]([CH3:22])([CH3:23])[CH3:24])=[O:19])[CH2:14][CH2:13]2)=[CH:4][C:3]=1[O:2][CH3:1].